This data is from Full USPTO retrosynthesis dataset with 1.9M reactions from patents (1976-2016). The task is: Predict the reactants needed to synthesize the given product. The reactants are: [C:1]([O:4][C:5]1[C:6](Br)=[N:7][CH:8]=[CH:9][CH:10]=1)(=[O:3])[CH3:2].C(N(CC)CC)C.[CH3:19][Si:20]([C:23]#[CH:24])([CH3:22])[CH3:21]. Given the product [C:1]([O:4][C:5]1[C:6]([CH2:24][CH2:23][Si:20]([CH3:22])([CH3:21])[CH3:19])=[N:7][CH:8]=[CH:9][CH:10]=1)(=[O:3])[CH3:2], predict the reactants needed to synthesize it.